From a dataset of Catalyst prediction with 721,799 reactions and 888 catalyst types from USPTO. Predict which catalyst facilitates the given reaction. (1) Reactant: [SH:1][C:2]1[N:3]([CH3:7])[CH:4]=[CH:5][N:6]=1.C(N(CC)C(C)C)(C)C.[CH3:17][O:18][C:19]1[CH:20]=[C:21]([CH:24]=[C:25]([O:29][CH3:30])[C:26]=1[O:27][CH3:28])[CH2:22]Cl. Product: [CH3:7][N:3]1[CH:4]=[CH:5][N:6]=[C:2]1[S:1][CH2:22][C:21]1[CH:24]=[C:25]([O:29][CH3:30])[C:26]([O:27][CH3:28])=[C:19]([O:18][CH3:17])[CH:20]=1. The catalyst class is: 9. (2) Reactant: [OH:1][C:2]1[CH:9]=[CH:8][C:5]([CH:6]=O)=[CH:4][C:3]=1[I:10].Cl.[NH2:12]O.S([O-])([O-])(=O)=O.[Mg+2].O.C1(C)C=CC(S(O)(=O)=O)=CC=1. Product: [OH:1][C:2]1[CH:9]=[CH:8][C:5]([C:6]#[N:12])=[CH:4][C:3]=1[I:10]. The catalyst class is: 113. (3) Reactant: [NH2:1][CH2:2][CH2:3][N:4]1[C:27](=[O:28])[N:7]2[CH:8]([C:21]3[CH:26]=[CH:25][CH:24]=[CH:23][CH:22]=3)[C:9]3[NH:10][C:11]4[C:16]([C:17]=3[CH2:18][C:6]2([CH3:29])[C:5]1=[O:30])=[CH:15][C:14]([O:19][CH3:20])=[CH:13][CH:12]=4.N1[CH2:34][CH2:33][CH2:32]1.N. Product: [N:1]1([CH2:2][CH2:3][N:4]2[C:27](=[O:28])[N:7]3[CH:8]([C:21]4[CH:22]=[CH:23][CH:24]=[CH:25][CH:26]=4)[C:9]4[NH:10][C:11]5[C:16]([C:17]=4[CH2:18][C:6]3([CH3:29])[C:5]2=[O:30])=[CH:15][C:14]([O:19][CH3:20])=[CH:13][CH:12]=5)[CH2:34][CH2:33][CH2:32]1. The catalyst class is: 5.